Dataset: NCI-60 drug combinations with 297,098 pairs across 59 cell lines. Task: Regression. Given two drug SMILES strings and cell line genomic features, predict the synergy score measuring deviation from expected non-interaction effect. (1) Drug 1: CC(C1=C(C=CC(=C1Cl)F)Cl)OC2=C(N=CC(=C2)C3=CN(N=C3)C4CCNCC4)N. Drug 2: CN1C2=C(C=C(C=C2)N(CCCl)CCCl)N=C1CCCC(=O)O.Cl. Cell line: MDA-MB-435. Synergy scores: CSS=18.4, Synergy_ZIP=1.38, Synergy_Bliss=6.95, Synergy_Loewe=-16.2, Synergy_HSA=2.47. (2) Drug 1: CC1=C(C(=CC=C1)Cl)NC(=O)C2=CN=C(S2)NC3=CC(=NC(=N3)C)N4CCN(CC4)CCO. Drug 2: C1CCC(C(C1)N)N.C(=O)(C(=O)[O-])[O-].[Pt+4]. Cell line: SN12C. Synergy scores: CSS=33.6, Synergy_ZIP=-6.03, Synergy_Bliss=-1.92, Synergy_Loewe=1.46, Synergy_HSA=2.80. (3) Drug 1: CC(CN1CC(=O)NC(=O)C1)N2CC(=O)NC(=O)C2. Drug 2: C1=NC2=C(N=C(N=C2N1C3C(C(C(O3)CO)O)F)Cl)N. Cell line: M14. Synergy scores: CSS=13.7, Synergy_ZIP=-3.15, Synergy_Bliss=-0.864, Synergy_Loewe=-32.9, Synergy_HSA=-0.326. (4) Drug 1: C1=NC2=C(N1)C(=S)N=C(N2)N. Drug 2: CN1C2=C(C=C(C=C2)N(CCCl)CCCl)N=C1CCCC(=O)O.Cl. Cell line: COLO 205. Synergy scores: CSS=2.47, Synergy_ZIP=-3.65, Synergy_Bliss=-7.05, Synergy_Loewe=-37.2, Synergy_HSA=-11.7. (5) Drug 1: CCC1=CC2CC(C3=C(CN(C2)C1)C4=CC=CC=C4N3)(C5=C(C=C6C(=C5)C78CCN9C7C(C=CC9)(C(C(C8N6C)(C(=O)OC)O)OC(=O)C)CC)OC)C(=O)OC.C(C(C(=O)O)O)(C(=O)O)O. Drug 2: CS(=O)(=O)CCNCC1=CC=C(O1)C2=CC3=C(C=C2)N=CN=C3NC4=CC(=C(C=C4)OCC5=CC(=CC=C5)F)Cl. Cell line: SN12C. Synergy scores: CSS=41.0, Synergy_ZIP=-1.34, Synergy_Bliss=-1.73, Synergy_Loewe=-6.25, Synergy_HSA=-0.0343. (6) Drug 1: CC1=C(C=C(C=C1)NC2=NC=CC(=N2)N(C)C3=CC4=NN(C(=C4C=C3)C)C)S(=O)(=O)N.Cl. Drug 2: COC1=C(C=C2C(=C1)N=CN=C2NC3=CC(=C(C=C3)F)Cl)OCCCN4CCOCC4. Cell line: HCC-2998. Synergy scores: CSS=7.86, Synergy_ZIP=10.2, Synergy_Bliss=6.41, Synergy_Loewe=-8.43, Synergy_HSA=-4.60.